This data is from Catalyst prediction with 721,799 reactions and 888 catalyst types from USPTO. The task is: Predict which catalyst facilitates the given reaction. (1) Reactant: [CH2:1]1[O:3][CH2:2]1.[CH2:4]1[O:7][CH:5]1[CH3:6].[NH2:8][CH2:9][CH2:10][NH:11][CH2:12][CH2:13][NH2:14]. Product: [CH2:4]1[O:7][CH:5]1[CH3:6].[CH2:2]1[O:3][CH2:1]1.[NH2:8][CH2:9][CH2:10][NH:11][CH2:12][CH2:13][NH2:14]. The catalyst class is: 10. (2) Reactant: [C:1]1([CH:7]([C:11]2[CH:16]=[CH:15][CH:14]=[CH:13][CH:12]=2)[C:8](Cl)=[O:9])[CH:6]=[CH:5][CH:4]=[CH:3][CH:2]=1.[F:17][C:18]([F:32])([F:31])[C:19]1[CH:20]=[C:21]([C:25]2[CH2:26][CH2:27][NH:28][CH2:29][CH:30]=2)[CH:22]=[CH:23][CH:24]=1.C(N(CC)CC)C. Product: [C:1]1([CH:7]([C:11]2[CH:16]=[CH:15][CH:14]=[CH:13][CH:12]=2)[C:8]([N:28]2[CH2:27][CH:26]=[C:25]([C:21]3[CH:22]=[CH:23][CH:24]=[C:19]([C:18]([F:17])([F:31])[F:32])[CH:20]=3)[CH2:30][CH2:29]2)=[O:9])[CH:6]=[CH:5][CH:4]=[CH:3][CH:2]=1. The catalyst class is: 2. (3) Reactant: [NH2:1][CH2:2][C:3]1[CH:8]=[CH:7][C:6]([NH:9]/[C:10](=[C:17]2\[C:18](=[O:26])[NH:19][C:20]3[C:25]\2=[CH:24][CH:23]=[CH:22][CH:21]=3)/[C:11]2[CH:16]=[CH:15][CH:14]=[CH:13][CH:12]=2)=[CH:5][CH:4]=1.[C:27]([O:31][C:32]([NH:34][CH2:35][C:36](O)=[O:37])=[O:33])([CH3:30])([CH3:29])[CH3:28].CN(C(ON1N=NC2C=CC=CC1=2)=[N+](C)C)C.[B-](F)(F)(F)F.C1C=CC2N(O)N=NC=2C=1.C(N(C(C)C)C(C)C)C. Product: [C:27]([O:31][C:32]([NH:34][CH2:35][C:36]([NH:1][CH2:2][C:3]1[CH:4]=[CH:5][C:6]([NH:9]/[C:10](=[C:17]2\[C:18](=[O:26])[NH:19][C:20]3[C:25]\2=[CH:24][CH:23]=[CH:22][CH:21]=3)/[C:11]2[CH:16]=[CH:15][CH:14]=[CH:13][CH:12]=2)=[CH:7][CH:8]=1)=[O:37])=[O:33])([CH3:30])([CH3:29])[CH3:28]. The catalyst class is: 3. (4) Product: [CH3:32][N:27]1[C:26](=[O:28])[O:25][N:24]=[C:23]1[C:19]1[CH:20]=[CH:21][CH:22]=[C:17]([N:14]2[CH2:13][C@H:12]3[N:8]([CH2:9][CH2:10][CH2:11]3)[C:7]3[N:29]=[C:3]([S:2][CH3:1])[N:4]=[CH:5][C:6]=3[C:15]2=[O:16])[CH:18]=1. The catalyst class is: 1. Reactant: [CH3:1][S:2][C:3]1[N:4]=[CH:5][C:6]2[C:15](=[O:16])[N:14]([C:17]3[CH:18]=[C:19]([C:23]4[NH:27][C:26](=[O:28])[O:25][N:24]=4)[CH:20]=[CH:21][CH:22]=3)[CH2:13][C@H:12]3[N:8]([CH2:9][CH2:10][CH2:11]3)[C:7]=2[N:29]=1.CO.[C:32]1(P(C2C=CC=CC=2)C2C=CC=CC=2)C=CC=CC=1.N(C(OCC)=O)=NC(OCC)=O. (5) Reactant: [Cl:1][C:2]1[CH:7]=[C:6]([F:8])[CH:5]=[CH:4][C:3]=1/[C:9](/[CH2:37][CH3:38])=[C:10](\[C:26]1[CH:31]=[CH:30][C:29](/[CH:32]=[CH:33]/[C:34]([OH:36])=O)=[CH:28][CH:27]=1)/[C:11]1[CH:12]=[C:13]2[C:17](=[CH:18][CH:19]=1)[N:16]([CH:20]1[CH2:25][CH2:24][CH2:23][CH2:22][O:21]1)[N:15]=[CH:14]2.C(Cl)(=O)C([Cl:42])=O. Product: [Cl:1][C:2]1[CH:7]=[C:6]([F:8])[CH:5]=[CH:4][C:3]=1/[C:9](/[CH2:37][CH3:38])=[C:10](\[C:26]1[CH:27]=[CH:28][C:29](/[CH:32]=[CH:33]/[C:34]([Cl:42])=[O:36])=[CH:30][CH:31]=1)/[C:11]1[CH:12]=[C:13]2[C:17](=[CH:18][CH:19]=1)[N:16]([CH:20]1[CH2:25][CH2:24][CH2:23][CH2:22][O:21]1)[N:15]=[CH:14]2. The catalyst class is: 59. (6) Reactant: [NH2:1][CH2:2][C:3]1([OH:16])[CH2:8][CH2:7][N:6]([CH2:9][C:10]2[CH:15]=[CH:14][CH:13]=[CH:12][CH:11]=2)[CH2:5][CH2:4]1.[C:17]([O:21][C:22](=O)[O:23]C(C)(C)C)([CH3:20])([CH3:19])[CH3:18]. Product: [C:17]([O:21][C:22](=[O:23])[NH:1][CH2:2][C:3]1([OH:16])[CH2:8][CH2:7][N:6]([CH2:9][C:10]2[CH:15]=[CH:14][CH:13]=[CH:12][CH:11]=2)[CH2:5][CH2:4]1)([CH3:20])([CH3:19])[CH3:18]. The catalyst class is: 326. (7) Reactant: Cl[CH2:2][C:3]([NH:5][C:6]1[S:7][C:8]2[N:9]=[C:10]([NH:15][C:16]3[CH:17]=[C:18]([NH:23][C:24](=[O:36])[C:25]4[CH:30]=[CH:29][CH:28]=[C:27]([C:31]([C:34]#[N:35])([CH3:33])[CH3:32])[CH:26]=4)[CH:19]=[CH:20][C:21]=3[CH3:22])[N:11]=[CH:12][C:13]=2[N:14]=1)=[O:4].CN(C)C=O.C(N(CC)CC)C.[CH3:49][N:50]1[CH2:55][CH2:54][NH:53][CH2:52][CH2:51]1. Product: [C:34]([C:31]([C:27]1[CH:26]=[C:25]([CH:30]=[CH:29][CH:28]=1)[C:24]([NH:23][C:18]1[CH:19]=[CH:20][C:21]([CH3:22])=[C:16]([NH:15][C:10]2[N:11]=[CH:12][C:13]3[N:14]=[C:6]([NH:5][C:3](=[O:4])[CH2:2][N:53]4[CH2:54][CH2:55][N:50]([CH3:49])[CH2:51][CH2:52]4)[S:7][C:8]=3[N:9]=2)[CH:17]=1)=[O:36])([CH3:32])[CH3:33])#[N:35]. The catalyst class is: 30. (8) Reactant: [Br:1][C:2]1[CH:3]=[C:4]([CH:12]=[CH:13][CH:14]=1)[O:5][CH2:6][CH2:7][C:8]([CH3:11])(O)[CH3:9].[Cl-].[Al+3].[Cl-].[Cl-].Cl. Product: [Br:1][C:2]1[CH:3]=[C:4]2[C:12]([C:8]([CH3:11])([CH3:9])[CH2:7][CH2:6][O:5]2)=[CH:13][CH:14]=1. The catalyst class is: 463.